Regression. Given a peptide amino acid sequence and an MHC pseudo amino acid sequence, predict their binding affinity value. This is MHC class I binding data. From a dataset of Peptide-MHC class I binding affinity with 185,985 pairs from IEDB/IMGT. The peptide sequence is ILMIFISSFL. The MHC is HLA-A02:02 with pseudo-sequence HLA-A02:02. The binding affinity (normalized) is 0.833.